This data is from Reaction yield outcomes from USPTO patents with 853,638 reactions. The task is: Predict the reaction yield, written as a fraction of the theoretical maximum amount of product (1.0 means a 100% yield; for example, 0.34 means a 34% yield). (1) The reactants are [Mg].II.Br[CH:5]1[CH2:10][CH2:9][CH2:8][CH2:7][CH2:6]1.CON(C)[C:14]([C:16]1[CH:25]=[CH:24][C:19]([C:20]([O:22][CH3:23])=[O:21])=[CH:18][CH:17]=1)=[O:15]. The catalyst is O1CCCC1. The product is [CH:5]1([C:14]([C:16]2[CH:25]=[CH:24][C:19]([C:20]([O:22][CH3:23])=[O:21])=[CH:18][CH:17]=2)=[O:15])[CH2:10][CH2:9][CH2:8][CH2:7][CH2:6]1. The yield is 0.320. (2) The reactants are [H-].[Na+].[Br:3][C:4]1[N:9]=[C:8]([NH:10][N:11]=[C:12]2[CH2:17][CH2:16][N:15]([C:18]([O:20][C:21]([CH3:24])([CH3:23])[CH3:22])=[O:19])[CH2:14][CH2:13]2)[CH:7]=[CH:6][CH:5]=1.[CH3:25]I. The catalyst is CN(C=O)C. The product is [Br:3][C:4]1[N:9]=[C:8]([N:10]([CH3:25])[N:11]=[C:12]2[CH2:17][CH2:16][N:15]([C:18]([O:20][C:21]([CH3:24])([CH3:23])[CH3:22])=[O:19])[CH2:14][CH2:13]2)[CH:7]=[CH:6][CH:5]=1. The yield is 0.990. (3) The reactants are Cl[C:2]1[N:7]=[C:6]([NH2:8])[N:5]=[C:4]([NH:9][C:10]2[CH:15]=[CH:14][C:13]([O:16][C:17]3[CH:22]=[CH:21][N:20]=[C:19]([C:23]([F:26])([F:25])[F:24])[CH:18]=3)=[CH:12][CH:11]=2)[CH:3]=1.NC1N=C(Cl)C=C(Cl)N=1.FC(F)(F)C1C=C(OC2C=CC(N)=CC=2)C=CN=1.[CH3:54][C:55]1(B(O)O)[CH:60]=[CH:59][CH:58]=[C:57]([CH3:61])[CH2:56]1.C([O-])([O-])=O.[Na+].[Na+]. The catalyst is CN(C=O)C. The product is [CH3:54][C:55]1[CH:60]=[CH:59][CH:58]=[C:57]([CH3:61])[C:56]=1[C:2]1[N:7]=[C:6]([NH2:8])[N:5]=[C:4]([NH:9][C:10]2[CH:15]=[CH:14][C:13]([O:16][C:17]3[CH:22]=[CH:21][N:20]=[C:19]([C:23]([F:26])([F:25])[F:24])[CH:18]=3)=[CH:12][CH:11]=2)[CH:3]=1. The yield is 0.560. (4) The reactants are [CH2:1]([N:8]1[C:12]2[CH:13]=[C:14]([C:17]([O:19]CC)=[O:18])[CH:15]=[CH:16][C:11]=2[N:10]=[CH:9]1)[C:2]1[CH:7]=[CH:6][CH:5]=[CH:4][CH:3]=1.[OH-].[Na+]. The catalyst is C(O)C. The product is [CH2:1]([N:8]1[C:12]2[CH:13]=[C:14]([C:17]([OH:19])=[O:18])[CH:15]=[CH:16][C:11]=2[N:10]=[CH:9]1)[C:2]1[CH:3]=[CH:4][CH:5]=[CH:6][CH:7]=1. The yield is 0.930. (5) The reactants are [C:1]([C:5]1[CH:10]=[CH:9][C:8]([N+:11]([O-:13])=[O:12])=[CH:7][C:6]=1N)([CH3:4])([CH3:3])[CH3:2].N([O-])=O.[Na+].[O-:19][S:20]([O-:22])=O.[Na+].[Na+].[ClH:25]. The catalyst is O.[O-]S([O-])(=O)=O.[Cu+2]. The product is [C:1]([C:5]1[CH:10]=[CH:9][C:8]([N+:11]([O-:13])=[O:12])=[CH:7][C:6]=1[S:20]([Cl:25])(=[O:22])=[O:19])([CH3:4])([CH3:3])[CH3:2]. The yield is 0.170. (6) The reactants are Cl[CH2:2][C:3]1[S:7][C:6]([C:8]2[NH:9][C:10]3[C:15]([CH:16]=2)=[C:14]([CH3:17])[CH:13]=[CH:12][C:11]=3[N:18]([CH3:27])[S:19]([C:22]2[S:23][CH:24]=[CH:25][CH:26]=2)(=[O:21])=[O:20])=[N:5][CH:4]=1.[C:28]([N:31]1[CH2:36][CH2:35][NH:34][CH2:33][CH2:32]1)(=[O:30])[CH3:29].C(=O)([O-])[O-].[K+].[K+].O. The catalyst is CN(C)C=O. The product is [C:28]([N:31]1[CH2:36][CH2:35][N:34]([CH2:2][C:3]2[S:7][C:6]([C:8]3[NH:9][C:10]4[C:15]([CH:16]=3)=[C:14]([CH3:17])[CH:13]=[CH:12][C:11]=4[N:18]([CH3:27])[S:19]([C:22]3[S:23][CH:24]=[CH:25][CH:26]=3)(=[O:21])=[O:20])=[N:5][CH:4]=2)[CH2:33][CH2:32]1)(=[O:30])[CH3:29]. The yield is 0.520.